This data is from Experimentally validated miRNA-target interactions with 360,000+ pairs, plus equal number of negative samples. The task is: Binary Classification. Given a miRNA mature sequence and a target amino acid sequence, predict their likelihood of interaction. (1) The protein sequence of the target gene is MLLSVTSRPGISTFGYNKNNKKLYVAQQMAPPSPRNSTPNSSGGGGGGSGGNDQLSKTNLYIRGLQPGTTDQDLVKLCQPYGKIVSTKAILDKTTNKCKGYGFVDFDSPSSAQKAVTALKASGVQAQMAKQQEQDPTNLYISNLPLSMDEQELEGMLKPFGQVISTRILRDTSGASRGVGFARMESTEKCEAIITHFNGKYIKTPPGVAAPSDPLLCKFADGGPKKRQSQGRYVQNGRAWPRNGDMGGMALTYDPTAALQNGFYAAPYSIAHSRMLAQSALAPYLPSPVSSYQGSVLTPG.... The miRNA is mmu-miR-339-3p with sequence UGAGCGCCUCGGCGACAGAGCCG. Result: 1 (interaction). (2) The miRNA is ssc-miR-126-5p with sequence CAUUAUUACUUUUGGUACGCG. The protein sequence of the target gene is MELTQPAEDLIQTQQTPASELGDPEDPGEEAADGSDTVVLSLFPCTPEPVNPEPDASVSSPQAGSSLKHSTTLTNRQRGNEVSALPATLDSLSIHQLAAQGELDQLKEHLRKGDNLVNKPDERGFTPLIWASAFGEIETVRFLLEWGADPHILAKERESALSLASTGGYTDIVGLLLERDVDINIYDWNGGTPLLYAVRGNHVKCVEALLARGADLTTEADSGYTPMDLAVALGYRKVQQVIENHILKLFQSNLVPADPE. Result: 0 (no interaction). (3) The miRNA is hsa-miR-4682 with sequence UCUGAGUUCCUGGAGCCUGGUCU. The protein sequence of the target gene is MSNSNTTQETLEIMKESEKKLVEESVNKNKFISKTPSKEDVEKEGEENGLRQETQRRTSSHGHARKRAKSNSKLKLVRSLAVCEESSTPFVDGPLDTQDIIQLHISCPSDKEEEKSTKDVSEKEDKDKSKEKVPRKMLSRDSSQEYTDSTGIDLHEFLVNTLKKNPRDRMMLLKLEQEILDFINDNNNQFKKFPQMTSYHRMLLHRVAAYFGMDHNVDQTGKAVIINKTSSTRIPEQRFSEHIKDEKNTEFQQRFILKRDDASMDRDDNQMRVPLQDGRRSKSIEEREEEYQRVRERIFA.... Result: 0 (no interaction). (4) The miRNA is mmu-miR-24-2-5p with sequence GUGCCUACUGAGCUGAAACAGU. The protein sequence of the target gene is MALSTRTQAACLLLLLLASLSSTTYLHQQMRQTTELQPLHGEESRADIAIPMQKRRKRDTNFPICIFCCKCCNNSQCGICCKT. Result: 0 (no interaction). (5) The miRNA is hsa-miR-6776-5p with sequence UCUGGGUGCAGUGGGGGUU. The protein sequence of the target gene is MSAQTSLAEKGLNPGLMCQESYACSGTDEAIFECDECCSLQCLRCEEELHRQERLRNHERIRLKAGHVPYCDPCKGPNGHSPGVRQRAAVRCQTCKINLCLECQKRTHSGGNKRRHPITVYLVSKVQESLEGEEMDEETKRKKMTERVVSFLLVDENEEIQVTNEEDFIRKLDCKPDQHLKVVSIFGNTGDGKSHTLNHTFFYGREVFKTSPAQESCTVGVWAAYDPVHKVAVIDTEGLLGATVNLSQRTRLLLKVLAISDLVIYRTHADRLHNDLFKFLGDASEAYLKHFTKELKATTA.... Result: 0 (no interaction). (6) The miRNA is hsa-miR-6129 with sequence UGAGGGAGUUGGGUGUAUA. The protein sequence of the target gene is MNKLKSSQKDKVRQFMIFTQSSEKTAVSCLSQNDWKLDVATDNFFQNPELYIRESVKGSLDRKKLEQLYTRYKDPQDENKIGIDGIQQFCDDLALDPASISVLIIAWKFRAATQCEFSKQEFMDGMTELGCDSIEKLKAQIPKMEQELKEPGRFKDFYQFTFNFAKNPGQKGLDLEMAIAYWNLVLNGRFKFLDLWNKFLLEHHKRSIPKDTWNLLLDFSSMIADDMSNYDEEGAWPVLIDDFVEFARPQIAGTKSTTV. Result: 0 (no interaction). (7) The miRNA is ath-miR163 with sequence UUGAAGAGGACUUGGAACUUCGAU. The protein sequence of the target gene is MENEIFTPLLEQFMTSPLVTWVKTFGPLAAGNGTNLDEYVALVDGVFLNQVMLQINPKSESQRVNKKVNNDASLRIHNLSILVKQIKFYYQETLQQLIMMPLPDILIIGKNPFSEQGTEEVKKLLLLLLGCAVQCQKKEEFIEKIQGLDFDTKAAVAAHIQEVTHNQENVFDLQWMEVTDMSQEDIEPLLKNMVSHLRRLIDERDEHSETIVELSEERDGVHFLPHASSSAQSPCGSPGMKRTESRQHLSVELADAKAKIRRLRQELEEKTEQLLDCKQELEQIEVELKRLQQENMNLLS.... Result: 0 (no interaction).